This data is from Drug-target binding data from BindingDB using IC50 measurements. The task is: Regression. Given a target protein amino acid sequence and a drug SMILES string, predict the binding affinity score between them. We predict pIC50 (pIC50 = -log10(IC50 in M); higher means more potent). Dataset: bindingdb_ic50. (1) The pIC50 is 6.9. The compound is O=C([O-])C1=CS[C@@H]2/C(=C\c3cc4n(n3)CCNC4)C(=O)N12. The target protein (P52663) has sequence MSLNVKQSRIAILFSSCLISISFFSQANTKGIDEIKNLETDFNGRIGVYALDTGSGKSFSYRANERFPLCSSFKGFLAAAVLKGSQDNRLNLNQIVNYNTRSLEFHSPITTKYKDNGMSLGDMAAAALQYSDNGATNIILERYIGGPEGMTKFMRSIGDEDFRLDRWELDLNTAIPGDERDTSTPAAVAKSLKTLALGNILSEHEKETYQTWLKGNTTGAARIRASVPSDWVVGDKTGSCGAYGTANDYAVVWPKNRAPLIISVYTTKNEKEAKHEDKVIAEASRIAIDNLK. (2) The small molecule is Nc1ccc2nc(-c3ccc(Oc4ccc(-c5nc6ccc(N)cc6[nH]5)cc4)cc3)[nH]c2c1. The target protein (Q9Y251) has sequence MLLRSKPALPPPLMLLLLGPLGPLSPGALPRPAQAQDVVDLDFFTQEPLHLVSPSFLSVTIDANLATDPRFLILLGSPKLRTLARGLSPAYLRFGGTKTDFLIFDPKKESTFEERSYWQSQVNQDICKYGSIPPDVEEKLRLEWPYQEQLLLREHYQKKFKNSTYSRSSVDVLYTFANCSGLDLIFGLNALLRTADLQWNSSNAQLLLDYCSSKGYNISWELGNEPNSFLKKADIFINGSQLGEDFIQLHKLLRKSTFKNAKLYGPDVGQPRRKTAKMLKSFLKAGGEVIDSVTWHHYYLNGRTATKEDFLNPDVLDIFISSVQKVFQVVESTRPGKKVWLGETSSAYGGGAPLLSDTFAAGFMWLDKLGLSARMGIEVVMRQVFFGAGNYHLVDENFDPLPDYWLSLLFKKLVGTKVLMASVQGSKRRKLRVYLHCTNTDNPRYKEGDLTLYAINLHNVTKYLRLPYPFSNKQVDKYLLRPLGPHGLLSKSVQLNGLTL.... The pIC50 is 5.8. (3) The small molecule is O=C(c1ccccc1-c1ccccc1)N1CCN(c2ncccn2)CC1. The target protein (Q99884) has sequence MKKLQGAHLRKPVTPDLLMTPSDQGDVDLDVDFAAHRGNWTGKLDFLLSCIGYCVGLGNVWRFPYRAYTNGGGAFLVPYFLMLAICGIPLFFLELSLGQFSSLGPLAVWKISPLFKGAGAAMLLIVGLVAIYYNMIIAYVLFYLFASLTSDLPWEHCGNWWNTELCLEHRVSKDGNGALPLNLTCTVSPSEEYWSRYVLHIQGSQGIGSPGEIRWNLCLCLLLAWVIVFLCILKGVKSSGKVVYFTATFPYLILLMLLVRGVTLPGAWKGIQFYLTPQFHHLLSSKVWIEAALQIFYSLGVGFGGLLTFASYNTFHQNIYRDTFIVTLGNAITSILAGFAIFSVLGYMSQELGVPVDQVAKAGPGLAFVVYPQAMTMLPLSPFWSFLFFFMLLTLGLDSQFAFLETIVTAVTDEFPYYLRPKKAVFSGLICVAMYLMGLILTTDGGMYWLVLLDDYSASFGLMVVVITTCLAVTRVYGIQRFCRDIHMMLGFKPGLYFRA.... The pIC50 is 5.2.